From a dataset of hERG potassium channel inhibition data for cardiac toxicity prediction from Karim et al.. Regression/Classification. Given a drug SMILES string, predict its toxicity properties. Task type varies by dataset: regression for continuous values (e.g., LD50, hERG inhibition percentage) or binary classification for toxic/non-toxic outcomes (e.g., AMES mutagenicity, cardiotoxicity, hepatotoxicity). Dataset: herg_karim. (1) The compound is O=C(O)[C@@H](CC1CCC1)N1C[C@H](CN2CCC(c3cnc4ccccn34)CC2)[C@@H](c2cccc(F)c2)C1. The result is 1 (blocker). (2) The molecule is COc1cc(-c2cn(Cc3ccc(C(C)(C)C)cc3)nn2)ccc1-n1cnc(C)c1. The result is 1 (blocker).